From a dataset of Full USPTO retrosynthesis dataset with 1.9M reactions from patents (1976-2016). Predict the reactants needed to synthesize the given product. (1) The reactants are: [NH2:1][C@H:2]([C:34]1[CH:39]=[CH:38][CH:37]=[CH:36][CH:35]=1)[CH2:3][N:4]1[C:9](=[O:10])[C:8]([C:11]2[CH:16]=[CH:15][CH:14]=[C:13]([O:17][CH3:18])[C:12]=2[F:19])=[C:7]([CH3:20])[N:6]([CH2:21][C:22]2[C:27]([C:28]([F:31])([F:30])[F:29])=[CH:26][CH:25]=[CH:24][C:23]=2[F:32])[C:5]1=[O:33].C(N(C(C)C)CC)(C)C.Br[CH2:50][CH2:51][CH2:52][C:53]#[N:54]. Given the product [C:53]([CH2:52][CH2:51][CH2:50][NH:1][C@H:2]([C:34]1[CH:39]=[CH:38][CH:37]=[CH:36][CH:35]=1)[CH2:3][N:4]1[C:9](=[O:10])[C:8]([C:11]2[CH:16]=[CH:15][CH:14]=[C:13]([O:17][CH3:18])[C:12]=2[F:19])=[C:7]([CH3:20])[N:6]([CH2:21][C:22]2[C:27]([C:28]([F:29])([F:31])[F:30])=[CH:26][CH:25]=[CH:24][C:23]=2[F:32])[C:5]1=[O:33])#[N:54], predict the reactants needed to synthesize it. (2) Given the product [ClH:44].[NH2:9][C:10]1[S:11][CH2:12][C@@H:13]2[CH2:18][N:17]([C:19]3[N:20]=[CH:21][C:22]([F:25])=[CH:23][N:24]=3)[CH2:16][C@:14]2([C:26]2[CH:27]=[C:28]([NH:33][C:34]([C:36]3[C:41]([F:42])=[CH:40][C:39]([F:43])=[CH:38][N:37]=3)=[O:35])[CH:29]=[CH:30][C:31]=2[F:32])[N:15]=1, predict the reactants needed to synthesize it. The reactants are: C([NH:9][C:10]1[S:11][CH2:12][C@@H:13]2[CH2:18][N:17]([C:19]3[N:24]=[CH:23][C:22]([F:25])=[CH:21][N:20]=3)[CH2:16][C@:14]2([C:26]2[CH:27]=[C:28]([NH:33][C:34]([C:36]3[C:41]([F:42])=[CH:40][C:39]([F:43])=[CH:38][N:37]=3)=[O:35])[CH:29]=[CH:30][C:31]=2[F:32])[N:15]=1)(=O)C1C=CC=CC=1.[ClH:44].CON.N1C=CC=CC=1. (3) Given the product [Cl:2][C:3]1[CH:4]=[C:5]([NH:10][C:11]([N:13]2[CH2:18][CH2:17][N:16]([C:52]([CH:48]3[CH2:49][CH2:50][CH2:51][N:46]([C:44]([O:43][C:39]([CH3:42])([CH3:41])[CH3:40])=[O:45])[CH2:47]3)=[O:53])[CH2:15][CH2:14]2)=[O:12])[CH:6]=[CH:7][C:8]=1[Cl:9], predict the reactants needed to synthesize it. The reactants are: Cl.[Cl:2][C:3]1[CH:4]=[C:5]([NH:10][C:11]([N:13]2[CH2:18][CH2:17][NH:16][CH2:15][CH2:14]2)=[O:12])[CH:6]=[CH:7][C:8]=1[Cl:9].C(N(CC)C(C)C)(C)C.CN(C)CCCN=C=NCC.[C:39]([O:43][C:44]([N:46]1[CH2:51][CH2:50][CH2:49][CH:48]([C:52](O)=[O:53])[CH2:47]1)=[O:45])([CH3:42])([CH3:41])[CH3:40].ON1C2C=CC=CC=2N=N1.